From a dataset of Catalyst prediction with 721,799 reactions and 888 catalyst types from USPTO. Predict which catalyst facilitates the given reaction. (1) Reactant: C(O[CH2:5][C:6]1[N:7]=[N:8][C:9]([Cl:20])=[C:10]([CH:15]2[O:19][CH2:18][CH2:17][O:16]2)[C:11]=1[CH2:12][CH2:13][CH3:14])(=O)C.[Li+].[OH-].O=S(Cl)[Cl:25]. Product: [Cl:20][C:9]1[N:8]=[N:7][C:6]([CH2:5][Cl:25])=[C:11]([CH2:12][CH2:13][CH3:14])[C:10]=1[CH:15]1[O:19][CH2:18][CH2:17][O:16]1. The catalyst class is: 76. (2) Reactant: [CH2:1]([NH:5][C:6]([NH:8][C:9]1[CH:14]=[CH:13][CH:12]=[C:11]([C:15]#[N:16])[CH:10]=1)=[S:7])[CH2:2][CH2:3][CH3:4].Cl[CH2:18][C:19](OCC)=[O:20].N1C=CC=CC=1. Product: [CH2:1]([N:5]1[C:19](=[O:20])[CH2:18][S:7][C:6]1=[N:8][C:9]1[CH:10]=[C:11]([CH:12]=[CH:13][CH:14]=1)[C:15]#[N:16])[CH2:2][CH2:3][CH3:4]. The catalyst class is: 14. (3) Reactant: C(=O)([O-])[O-].[K+].[K+].[Cl:7][C:8]1[C:17]2[C:12](=[C:13]([Cl:18])[CH:14]=[CH:15][CH:16]=2)[CH:11]=[C:10]([OH:19])[N:9]=1.Br[CH2:21][CH2:22][O:23][CH3:24]. Product: [Cl:7][C:8]1[C:17]2[C:12](=[C:13]([Cl:18])[CH:14]=[CH:15][CH:16]=2)[CH:11]=[C:10]([O:19][CH2:21][CH2:22][O:23][CH3:24])[N:9]=1. The catalyst class is: 6. (4) Reactant: [C:1]([O:4][CH:5]([CH2:9][CH2:10][S:11][CH3:12])[C:6]([OH:8])=O)(=[O:3])[CH3:2].S(Cl)(Cl)=O.C(N(CC)CC)C.[CH2:24]([NH2:32])[CH2:25][CH2:26][CH2:27][CH2:28][CH2:29][CH2:30][CH3:31]. Product: [C:1]([O:4][CH:5]([CH2:9][CH2:10][S:11][CH3:12])[C:6]([NH:32][CH2:24][CH2:25][CH2:26][CH2:27][CH2:28][CH2:29][CH2:30][CH3:31])=[O:8])(=[O:3])[CH3:2]. The catalyst class is: 4. (5) Reactant: [F:1][C:2]1[CH:10]=[CH:9][CH:8]=[C:7]([CH3:11])[C:3]=1[C:4]([OH:6])=O.O=S(Cl)Cl.[NH2:16][C:17]1[CH:22]=[CH:21][CH:20]=[CH:19][CH:18]=1.CCN(CC)CC. Product: [F:1][C:2]1[CH:10]=[CH:9][CH:8]=[C:7]([CH3:11])[C:3]=1[C:4]([NH:16][C:17]1[CH:22]=[CH:21][CH:20]=[CH:19][CH:18]=1)=[O:6]. The catalyst class is: 247. (6) Reactant: S(Cl)(Cl)=O.[Br:5][CH2:6][C@@:7]([OH:12])([CH3:11])[C:8](O)=[O:9].[CH3:13][C:14]1[CH:15]=[C:16]([CH:18]=[CH:19][C:20]=1[N+:21]([O-:23])=[O:22])[NH2:17].O. Product: [Br:5][CH2:6][C@@:7]([OH:12])([CH3:11])[C:8]([NH:17][C:16]1[CH:18]=[CH:19][C:20]([N+:21]([O-:23])=[O:22])=[C:14]([CH3:13])[CH:15]=1)=[O:9]. The catalyst class is: 44. (7) The catalyst class is: 17. Reactant: [NH2:1][C:2]1[CH:7]=[CH:6][C:5]([C@H:8]([CH3:20])[C:9]([NH:11][C:12]2[S:13][C:14]([CH:17]([CH3:19])[CH3:18])=[CH:15][N:16]=2)=[O:10])=[CH:4][CH:3]=1.[C:21](OC(=O)C)(=[O:23])[CH3:22].O. Product: [C:21]([NH:1][C:2]1[CH:7]=[CH:6][C:5]([C@H:8]([CH3:20])[C:9]([NH:11][C:12]2[S:13][C:14]([CH:17]([CH3:19])[CH3:18])=[CH:15][N:16]=2)=[O:10])=[CH:4][CH:3]=1)(=[O:23])[CH3:22].